This data is from Full USPTO retrosynthesis dataset with 1.9M reactions from patents (1976-2016). The task is: Predict the reactants needed to synthesize the given product. (1) Given the product [Br:18][C:19]1[CH:20]=[CH:21][C:22]([CH2:23][C:24]2[C:25](=[O:42])[N:26]([C:35]3[N:36]=[CH:37][C:38]([O:41][CH2:9][C:8]([F:12])([F:11])[F:7])=[CH:39][N:40]=3)[C:27]([CH3:34])=[N:28][C:29]=2[CH2:30][CH2:31][CH2:32][CH3:33])=[CH:43][CH:44]=1, predict the reactants needed to synthesize it. The reactants are: C(=O)([O-])[O-].[K+].[K+].[F:7][C:8]([F:12])([F:11])[CH2:9]I.CN(C=O)C.[Br:18][C:19]1[CH:44]=[CH:43][C:22]([CH2:23][C:24]2[C:25](=[O:42])[N:26]([C:35]3[N:40]=[CH:39][C:38]([OH:41])=[CH:37][N:36]=3)[C:27]([CH3:34])=[N:28][C:29]=2[CH2:30][CH2:31][CH2:32][CH3:33])=[CH:21][CH:20]=1. (2) Given the product [NH2:37][C:32]1[CH:31]=[C:30]([F:29])[CH:35]=[CH:34][C:33]=1[NH:36][C:26]([C:22]1[C:23]2[C:24](=[CH:25][C:16]([O:15][C:6]3[C:5]4[C:10](=[CH:11][C:12]([O:13][CH3:14])=[C:3]([O:2][CH3:1])[CH:4]=4)[N:9]=[CH:8][N:7]=3)=[CH:17][CH:18]=2)[CH:19]=[CH:20][CH:21]=1)=[O:28], predict the reactants needed to synthesize it. The reactants are: [CH3:1][O:2][C:3]1[CH:4]=[C:5]2[C:10](=[CH:11][C:12]=1[O:13][CH3:14])[N:9]=[CH:8][N:7]=[C:6]2[O:15][C:16]1[CH:17]=[C:18]2[C:23](=[CH:24][CH:25]=1)[C:22]([C:26]([OH:28])=O)=[CH:21][CH:20]=[CH:19]2.[F:29][C:30]1[CH:35]=[CH:34][C:33]([NH2:36])=[C:32]([NH2:37])[CH:31]=1.